Dataset: Reaction yield outcomes from USPTO patents with 853,638 reactions. Task: Predict the reaction yield, written as a fraction of the theoretical maximum amount of product (1.0 means a 100% yield; for example, 0.34 means a 34% yield). (1) The reactants are [C:1]1([C:7]2[CH:15]=[C:14]3[C:10]([CH2:11][C:12](=[O:16])[NH:13]3)=[CH:9][CH:8]=2)[CH:6]=[CH:5][CH:4]=[CH:3][CH:2]=1.[CH3:17][N:18]([CH3:33])[CH2:19][CH2:20][NH:21][C:22]([C:24]1[C:28]([CH3:29])=[C:27]([CH:30]=O)[NH:26][C:25]=1[CH3:32])=[O:23]. No catalyst specified. The product is [CH3:17][N:18]([CH3:33])[CH2:19][CH2:20][NH:21][C:22]([C:24]1[C:28]([CH3:29])=[C:27]([CH:30]=[C:11]2[C:10]3[C:14](=[CH:15][C:7]([C:1]4[CH:2]=[CH:3][CH:4]=[CH:5][CH:6]=4)=[CH:8][CH:9]=3)[NH:13][C:12]2=[O:16])[NH:26][C:25]=1[CH3:32])=[O:23]. The yield is 0.360. (2) The reactants are C[O:2][C:3](=O)[CH:4]([NH:16][S:17]([C:20]1[S:21][C:22]([Cl:25])=[CH:23][CH:24]=1)(=[O:19])=[O:18])[CH:5]([C:10]1[CH:15]=[CH:14][CH:13]=[CH:12][CH:11]=1)[C:6]([F:9])([F:8])[F:7].[Li+].[BH4-].Cl. The catalyst is C1COCC1. The product is [Cl:25][C:22]1[S:21][C:20]([S:17]([NH:16][CH:4]([CH2:3][OH:2])[CH:5]([C:10]2[CH:11]=[CH:12][CH:13]=[CH:14][CH:15]=2)[C:6]([F:8])([F:7])[F:9])(=[O:19])=[O:18])=[CH:24][CH:23]=1. The yield is 0.770.